This data is from Acute oral toxicity (LD50) regression data from Zhu et al.. The task is: Regression/Classification. Given a drug SMILES string, predict its toxicity properties. Task type varies by dataset: regression for continuous values (e.g., LD50, hERG inhibition percentage) or binary classification for toxic/non-toxic outcomes (e.g., AMES mutagenicity, cardiotoxicity, hepatotoxicity). Dataset: ld50_zhu. (1) The molecule is CCO[Si](CNCCCCCCN)(OCC)OCC. The rat oral LD50 is 2.77, given as -log10 of the dose in mol/kg body weight (higher means more acutely toxic). (2) The drug is C#CC1(OC(C)=O)CCCCC1C(C)CC. The rat oral LD50 is 2.51, given as -log10 of the dose in mol/kg body weight (higher means more acutely toxic).